Task: Predict the reaction yield, written as a fraction of the theoretical maximum amount of product (1.0 means a 100% yield; for example, 0.34 means a 34% yield).. Dataset: Reaction yield outcomes from USPTO patents with 853,638 reactions (1) The reactants are [CH3:1][O:2][C:3]1[CH:11]=[C:10]2[C:6]([CH:7]=[C:8]([CH3:12])[NH:9]2)=[CH:5][CH:4]=1.ClS([N:17]=[C:18]=O)(=O)=O.C([O-])(O)=O.[Na+]. The catalyst is C(#N)C.CN(C=O)C. The product is [CH3:1][O:2][C:3]1[CH:11]=[C:10]2[C:6]([C:7]([C:18]#[N:17])=[C:8]([CH3:12])[NH:9]2)=[CH:5][CH:4]=1. The yield is 0.810. (2) The reactants are [Cl:1][C:2]1[CH:3]=[CH:4][C:5]2[NH:14][C:13](=O)[C:12]3[CH:11]=[N:10][N:9]([CH3:16])[C:8]=3[NH:7][C:6]=2[CH:17]=1.[H-].[Al+3].[Li+].[H-].[H-].[H-].N. The catalyst is C1COCC1. The product is [Cl:1][C:2]1[CH:3]=[CH:4][C:5]2[NH:14][CH2:13][C:12]3[CH:11]=[N:10][N:9]([CH3:16])[C:8]=3[NH:7][C:6]=2[CH:17]=1. The yield is 0.740. (3) The reactants are [C:1]1([C:26]2[CH:31]=[CH:30][CH:29]=[CH:28][CH:27]=2)[CH:6]=[CH:5][C:4]([CH2:7][CH2:8][C:9]([C:11]2[O:15][C:14]([C:16]3[N:21]=[C:20]([C:22]([O:24]C)=[O:23])[CH:19]=[CH:18][CH:17]=3)=[N:13][N:12]=2)=[O:10])=[CH:3][CH:2]=1. The catalyst is CC(O)=O.CCOC(C)=O. The product is [C:1]1([C:26]2[CH:31]=[CH:30][CH:29]=[CH:28][CH:27]=2)[CH:2]=[CH:3][C:4]([CH2:7][CH2:8][C:9]([C:11]2[O:15][C:14]([C:16]3[N:21]=[C:20]([C:22]([OH:24])=[O:23])[CH:19]=[CH:18][CH:17]=3)=[N:13][N:12]=2)=[O:10])=[CH:5][CH:6]=1. The yield is 1.00. (4) The reactants are IC.[Cl:3][C:4]1[N:8]=[CH:7][N:6]([C:9]2[CH:14]=[CH:13][C:12]([N+:15]([O-:17])=[O:16])=[CH:11][C:10]=2[OH:18])[N:5]=1.[OH-].[K+].[CH3:21]S(C)=O. The catalyst is O. The product is [Cl:3][C:4]1[N:8]=[CH:7][N:6]([C:9]2[CH:14]=[CH:13][C:12]([N+:15]([O-:17])=[O:16])=[CH:11][C:10]=2[O:18][CH3:21])[N:5]=1. The yield is 0.656. (5) The reactants are [Br:1][C:2]1[CH:7]=[C:6]([Br:8])[CH:5]=[C:4]([Br:9])[C:3]=1[OH:10].Cl[CH2:12][C:13]([CH3:15])=[O:14].C(=O)([O-])[O-].[K+].[K+].CN(C=O)C. The catalyst is O. The product is [Br:1][C:2]1[CH:7]=[C:6]([Br:8])[CH:5]=[C:4]([Br:9])[C:3]=1[O:10][CH2:12][C:13](=[O:14])[CH3:15]. The yield is 0.970. (6) The reactants are [CH:1]([C:4]1[C:9]([OH:10])=[CH:8][CH:7]=[C:6]([CH:11]([CH3:13])[CH3:12])[C:5]=1[NH:14][C:15](=[O:27])[CH2:16][N:17]1[CH2:22][CH2:21][N:20]([CH2:23][CH2:24][CH2:25][OH:26])[CH2:19][CH2:18]1)([CH3:3])[CH3:2].[CH2:28]([O:30][CH2:31][CH2:32]Br)[CH3:29]. The catalyst is CN(C=O)C.[F-].[K+]. The product is [CH:1]([C:4]1[C:9]([O:10][CH2:29][CH2:28][O:30][CH2:31][CH3:32])=[CH:8][CH:7]=[C:6]([CH:11]([CH3:13])[CH3:12])[C:5]=1[NH:14][C:15](=[O:27])[CH2:16][N:17]1[CH2:22][CH2:21][N:20]([CH2:23][CH2:24][CH2:25][OH:26])[CH2:19][CH2:18]1)([CH3:2])[CH3:3]. The yield is 0.420.